From a dataset of Reaction yield outcomes from USPTO patents with 853,638 reactions. Predict the reaction yield, written as a fraction of the theoretical maximum amount of product (1.0 means a 100% yield; for example, 0.34 means a 34% yield). The reactants are [C:1]([C:5]1[CH:29]=[CH:28][C:8]([C:9]([NH:11][C@H:12]([C:24]([O:26][CH3:27])=[O:25])[CH2:13][C:14]2[CH:23]=[CH:22][C:17]([C:18]([O:20]C)=[O:19])=[CH:16][CH:15]=2)=[O:10])=[CH:7][CH:6]=1)([CH3:4])([CH3:3])[CH3:2].O.[OH-].[Li+].Cl. The catalyst is O1CCOCC1.O. The product is [C:1]([C:5]1[CH:29]=[CH:28][C:8]([C:9]([NH:11][C@H:12]([C:24]([O:26][CH3:27])=[O:25])[CH2:13][C:14]2[CH:15]=[CH:16][C:17]([C:18]([OH:20])=[O:19])=[CH:22][CH:23]=2)=[O:10])=[CH:7][CH:6]=1)([CH3:4])([CH3:2])[CH3:3]. The yield is 0.690.